From a dataset of Reaction yield outcomes from USPTO patents with 853,638 reactions. Predict the reaction yield, written as a fraction of the theoretical maximum amount of product (1.0 means a 100% yield; for example, 0.34 means a 34% yield). (1) The reactants are [CH3:1][C:2]1[N:6]=[C:5]([N:7]2[CH2:16][CH2:15][C:10]3(OCC[O:11]3)[CH2:9][CH2:8]2)[S:4][N:3]=1.Cl.C([O-])(O)=O.[Na+]. The catalyst is CC(C)=O. The product is [CH3:1][C:2]1[N:6]=[C:5]([N:7]2[CH2:8][CH2:9][C:10](=[O:11])[CH2:15][CH2:16]2)[S:4][N:3]=1. The yield is 0.900. (2) The reactants are [N:1]1([CH2:7][CH2:8][CH2:9][O:10][C:11]2[CH:16]=[CH:15][C:14]([N:17]3[CH2:22][CH2:21][NH:20][CH2:19][CH2:18]3)=[CH:13][CH:12]=2)[CH2:6][CH2:5][CH2:4][CH2:3][CH2:2]1.[C:23](Cl)(Cl)=[O:24].C(N(CC)CC)C.[N:34]1([C:40]([O:42][C:43]([CH3:46])([CH3:45])[CH3:44])=[O:41])[CH2:39][CH2:38][NH:37][CH2:36][CH2:35]1. The catalyst is ClCCl.C1(C)C=CC=CC=1. The product is [N:1]1([CH2:7][CH2:8][CH2:9][O:10][C:11]2[CH:16]=[CH:15][C:14]([N:17]3[CH2:18][CH2:19][N:20]([C:23]([N:37]4[CH2:38][CH2:39][N:34]([C:40]([O:42][C:43]([CH3:46])([CH3:45])[CH3:44])=[O:41])[CH2:35][CH2:36]4)=[O:24])[CH2:21][CH2:22]3)=[CH:13][CH:12]=2)[CH2:6][CH2:5][CH2:4][CH2:3][CH2:2]1. The yield is 0.370. (3) The yield is 0.448. The product is [Br:8][C:6]1[N:7]=[C:2]([NH:24][C@H:21]2[CH2:22][CH2:23][C@H:18]([O:17][CH3:16])[CH2:19][CH2:20]2)[C:3]([NH:9][CH2:10][C:11]([O:13][CH2:14][CH3:15])=[O:12])=[N:4][CH:5]=1. The reactants are Br[C:2]1[C:3]([NH:9][CH2:10][C:11]([O:13][CH2:14][CH3:15])=[O:12])=[N:4][CH:5]=[C:6]([Br:8])[N:7]=1.[CH3:16][O:17][C@H:18]1[CH2:23][CH2:22][C@H:21]([NH2:24])[CH2:20][CH2:19]1.C(N(CC)C(C)C)(C)C.CS(C)=O. The catalyst is C(OCC)(=O)C. (4) The reactants are [NH2:1][C:2]1[CH:3]=[C:4]([CH:10]=[CH:11][C:12]=1[NH:13][CH:14]([CH3:16])[CH3:15])[C:5]([O:7][CH2:8][CH3:9])=[O:6].[CH2:17]([N:19]1[C:31]2[CH:30]=[CH:29][C:28]([CH:32]=O)=[CH:27][C:26]=2[C:25]2[C:20]1=[CH:21][CH:22]=[CH:23][CH:24]=2)[CH3:18]. No catalyst specified. The product is [CH2:17]([N:19]1[C:31]2[CH:30]=[CH:29][C:28]([C:32]3[N:13]([CH:14]([CH3:15])[CH3:16])[C:12]4[CH:11]=[CH:10][C:4]([C:5]([O:7][CH2:8][CH3:9])=[O:6])=[CH:3][C:2]=4[N:1]=3)=[CH:27][C:26]=2[C:25]2[C:20]1=[CH:21][CH:22]=[CH:23][CH:24]=2)[CH3:18]. The yield is 0.680. (5) The reactants are [CH3:1][C:2]([C:9]1[CH:14]=[CH:13][C:12]([NH:15][C:16]2[CH:21]=[CH:20][C:19]([C:22]([CH3:29])([CH2:24][C:25]([CH3:28])([CH3:27])[CH3:26])[CH3:23])=[CH:18][CH:17]=2)=[CH:11][CH:10]=1)([CH2:4][C:5]([CH3:8])([CH3:7])[CH3:6])[CH3:3].F[C:31]1[CH:36]=[CH:35][C:34]([N+:37]([O-:39])=[O:38])=[CH:33][CH:32]=1.[H-].[Na+].CS(C)=O. The catalyst is CO. The product is [N+:37]([C:34]1[CH:35]=[CH:36][C:31]([N:15]([C:12]2[CH:13]=[CH:14][C:9]([C:2]([CH3:1])([CH2:4][C:5]([CH3:6])([CH3:7])[CH3:8])[CH3:3])=[CH:10][CH:11]=2)[C:16]2[CH:17]=[CH:18][C:19]([C:22]([CH3:29])([CH2:24][C:25]([CH3:28])([CH3:27])[CH3:26])[CH3:23])=[CH:20][CH:21]=2)=[CH:32][CH:33]=1)([O-:39])=[O:38]. The yield is 0.600. (6) The reactants are CS(C)=O.C(Cl)(=O)C(Cl)=O.[CH3:11][O:12][C:13]1[CH:18]=[CH:17][C:16]([CH2:19][CH2:20][CH2:21][OH:22])=[CH:15][CH:14]=1.C(N(CC)CC)C. The catalyst is ClCCl. The product is [CH3:11][O:12][C:13]1[CH:18]=[CH:17][C:16]([CH2:19][CH2:20][CH:21]=[O:22])=[CH:15][CH:14]=1. The yield is 0.510. (7) The reactants are [F:1][C:2]1[C:10]([O:11]C)=[CH:9][CH:8]=[C:7]2[C:3]=1[CH:4]=[C:5]([CH3:13])[NH:6]2.B(Br)(Br)Br. The catalyst is C(Cl)Cl. The product is [F:1][C:2]1[C:10]([OH:11])=[CH:9][CH:8]=[C:7]2[C:3]=1[CH:4]=[C:5]([CH3:13])[NH:6]2. The yield is 0.700. (8) The reactants are [F:1][C:2]1[N:7]=[C:6]([NH2:8])[CH:5]=[CH:4][CH:3]=1.[Cl:9][C:10]1[CH:17]=[C:16]([OH:18])[CH:15]=[C:14]([F:19])[C:11]=1[CH:12]=O.[N+:20]([C:22]1[CH:31]=[CH:30][C:25]2[O:26][CH2:27][CH2:28][O:29][C:24]=2[CH:23]=1)#[C-:21]. No catalyst specified. The product is [Cl:9][C:10]1[CH:17]=[C:16]([OH:18])[CH:15]=[C:14]([F:19])[C:11]=1[C:12]1[N:8]=[C:6]2[CH:5]=[CH:4][CH:3]=[C:2]([F:1])[N:7]2[C:21]=1[NH:20][C:22]1[CH:31]=[CH:30][C:25]2[O:26][CH2:27][CH2:28][O:29][C:24]=2[CH:23]=1. The yield is 0.400. (9) The reactants are [CH3:1][O:2][C:3](=[O:19])[C:4]1[CH:9]=[C:8]([N:10]2[CH:15]=[CH:14][C:13]([CH3:16])=[CH:12][C:11]2=[O:17])[CH:7]=[C:6]([NH2:18])[CH:5]=1.[N-:20]=[N+:21]=[N-:22].[Na+].[CH:24](OCC)(OCC)OCC. The catalyst is CC(O)=O. The product is [CH3:1][O:2][C:3](=[O:19])[C:4]1[CH:5]=[C:6]([N:18]2[CH:24]=[N:22][N:21]=[N:20]2)[CH:7]=[C:8]([N:10]2[CH:15]=[CH:14][C:13]([CH3:16])=[CH:12][C:11]2=[O:17])[CH:9]=1. The yield is 1.00. (10) The yield is 0.590. The reactants are [C:1]([O:5][C:6]([N:8]1[CH2:12][CH2:11][CH2:10][CH:9]1[C:13]1[NH:14][C:15]([C:18]2[CH:27]=[CH:26][C:25]3[C:20](=[CH:21][CH:22]=[C:23]([C:28]4[CH:33]=[CH:32][C:31](B5OC(C)(C)C(C)(C)O5)=[CH:30][CH:29]=4)[CH:24]=3)[CH:19]=2)=[CH:16][N:17]=1)=[O:7])([CH3:4])([CH3:3])[CH3:2].[C:43]([O:47][C:48]([N:50]1[CH:55]([C:56]2[NH:60][C:59]3[CH:61]=[C:62](Br)[CH:63]=[CH:64][C:58]=3[N:57]=2)[CH:54]2[CH2:66][CH:51]1[CH2:52][CH2:53]2)=[O:49])([CH3:46])([CH3:45])[CH3:44].C(=O)([O-])[O-].[K+].[K+]. The catalyst is COCCOC.O.C(OCC)(=O)C.C1C=CC(P(C2C=CC=CC=2)[C-]2C=CC=C2)=CC=1.C1C=CC(P(C2C=CC=CC=2)[C-]2C=CC=C2)=CC=1.Cl[Pd]Cl.[Fe+2].C1C=CC([P]([Pd]([P](C2C=CC=CC=2)(C2C=CC=CC=2)C2C=CC=CC=2)([P](C2C=CC=CC=2)(C2C=CC=CC=2)C2C=CC=CC=2)[P](C2C=CC=CC=2)(C2C=CC=CC=2)C2C=CC=CC=2)(C2C=CC=CC=2)C2C=CC=CC=2)=CC=1. The product is [C:43]([O:47][C:48]([N:50]1[CH:55]([C:56]2[NH:60][C:59]3[CH:61]=[C:62]([C:31]4[CH:30]=[CH:29][C:28]([C:23]5[CH:22]=[CH:21][C:20]6[C:25](=[CH:26][CH:27]=[C:18]([C:15]7[NH:14][C:13]([CH:9]8[CH2:10][CH2:11][CH2:12][N:8]8[C:6]([O:5][C:1]([CH3:2])([CH3:4])[CH3:3])=[O:7])=[N:17][CH:16]=7)[CH:19]=6)[CH:24]=5)=[CH:33][CH:32]=4)[CH:63]=[CH:64][C:58]=3[N:57]=2)[CH:54]2[CH2:66][CH:51]1[CH2:52][CH2:53]2)=[O:49])([CH3:46])([CH3:44])[CH3:45].